This data is from Catalyst prediction with 721,799 reactions and 888 catalyst types from USPTO. The task is: Predict which catalyst facilitates the given reaction. Reactant: [C:1]([C:5]1[N:10]=[C:9]([NH:11][C:12]2[CH:13]=[C:14]([NH:21][C@@H:22]3[CH2:27][CH2:26][CH2:25][CH2:24][C@@H:23]3[NH:28]C(=O)OC(C)(C)C)[N:15]=[N:16][C:17]=2[C:18](=[O:20])[NH2:19])[CH:8]=[CH:7][CH:6]=1)([CH3:4])([CH3:3])[CH3:2].C(O)(C(F)(F)F)=O.C(O)C. Product: [NH2:28][C@H:23]1[CH2:24][CH2:25][CH2:26][CH2:27][C@H:22]1[NH:21][C:14]1[N:15]=[N:16][C:17]([C:18]([NH2:19])=[O:20])=[C:12]([NH:11][C:9]2[CH:8]=[CH:7][CH:6]=[C:5]([C:1]([CH3:4])([CH3:3])[CH3:2])[N:10]=2)[CH:13]=1. The catalyst class is: 4.